Dataset: Reaction yield outcomes from USPTO patents with 853,638 reactions. Task: Predict the reaction yield, written as a fraction of the theoretical maximum amount of product (1.0 means a 100% yield; for example, 0.34 means a 34% yield). (1) The product is [F:40][C:36]1[CH:35]=[C:34]([C@H:33]([NH:41][CH3:42])[CH2:32][N:29]2[CH2:30][CH2:31][C@H:27]([OH:26])[CH2:28]2)[CH:39]=[CH:38][CH:37]=1. The yield is 0.820. The reactants are CCCC[N+](CCCC)(CCCC)CCCC.[F-].[Si]([O:26][C@H:27]1[CH2:31][CH2:30][N:29]([CH2:32][C@@H:33]([NH:41][CH3:42])[C:34]2[CH:39]=[CH:38][CH:37]=[C:36]([F:40])[CH:35]=2)[CH2:28]1)(C(C)(C)C)(C)C. The catalyst is O1CCCC1. (2) The catalyst is C1C=CC(/C=C/C(/C=C/C2C=CC=CC=2)=O)=CC=1.C1C=CC(/C=C/C(/C=C/C2C=CC=CC=2)=O)=CC=1.C1C=CC(/C=C/C(/C=C/C2C=CC=CC=2)=O)=CC=1.[Pd].[Pd].O. The yield is 0.780. The product is [Cl:15][C:12]1[CH:13]=[CH:14][C:9]([CH2:8][C:7]2[C:2]([NH:31][C:30]3[CH:29]=[CH:28][C:27]([O:26][C:23]4[CH:22]=[CH:21][C:20]([F:19])=[CH:25][N:24]=4)=[CH:33][CH:32]=3)=[CH:3][CH:4]=[C:5]([N:16]([CH3:18])[CH3:17])[CH:6]=2)=[CH:10][CH:11]=1. The reactants are Br[C:2]1[C:7]([CH2:8][C:9]2[CH:14]=[CH:13][C:12]([Cl:15])=[CH:11][CH:10]=2)=[CH:6][C:5]([N:16]([CH3:18])[CH3:17])=[CH:4][CH:3]=1.[F:19][C:20]1[CH:21]=[CH:22][C:23]([O:26][C:27]2[CH:33]=[CH:32][C:30]([NH2:31])=[CH:29][CH:28]=2)=[N:24][CH:25]=1.CC(C)([O-])C.[Na+].O1CCOCC1.